Dataset: Reaction yield outcomes from USPTO patents with 853,638 reactions. Task: Predict the reaction yield, written as a fraction of the theoretical maximum amount of product (1.0 means a 100% yield; for example, 0.34 means a 34% yield). (1) The yield is 0.500. The reactants are [O-]P([O-])([O-])=O.[K+].[K+].[K+].[CH2:9]([NH2:16])[C:10]1[CH:15]=[CH:14][CH:13]=[CH:12][CH:11]=1.I[C:18]1[CH:28]=[CH:27][C:21]([C:22]([O:24][CH2:25][CH3:26])=[O:23])=[CH:20][CH:19]=1.C(O)CO. The catalyst is [Cu]I.CCCCCC.C(OCC)(=O)C.C(O)C. The product is [CH2:9]([NH:16][C:18]1[CH:28]=[CH:27][C:21]([C:22]([O:24][CH2:25][CH3:26])=[O:23])=[CH:20][CH:19]=1)[C:10]1[CH:15]=[CH:14][CH:13]=[CH:12][CH:11]=1. (2) The reactants are [NH:1]1[CH2:5][CH2:4][CH2:3][C:2]1=[O:6].C(N(CC)CC)C.[C:14]([O:18][C:19](O[C:19]([O:18][C:14]([CH3:17])([CH3:16])[CH3:15])=[O:20])=[O:20])([CH3:17])([CH3:16])[CH3:15]. The catalyst is CN(C)C1C=CN=CC=1.ClCCl. The product is [C:14]([O:18][C:19]([N:1]1[CH2:5][CH2:4][CH2:3][C:2]1=[O:6])=[O:20])([CH3:17])([CH3:16])[CH3:15]. The yield is 0.960. (3) No catalyst specified. The reactants are Br[C:2]1[CH:10]=[C:9]2[C:5]([C:6]3[CH2:15][CH2:14][N:13]([C:16]([O:18][C:19]([CH3:22])([CH3:21])[CH3:20])=[O:17])[CH2:12][C:7]=3[N:8]2[CH3:11])=[CH:4][CH:3]=1.[F:23][C:24]([F:39])([F:38])[C:25]1[CH:26]=[CH:27][C:28]([C:31]2[CH:36]=[CH:35][NH:34][C:33](=[O:37])[CH:32]=2)=[N:29][CH:30]=1. The product is [CH3:11][N:8]1[C:9]2[C:5](=[CH:4][CH:3]=[C:2]([N:34]3[CH:35]=[CH:36][C:31]([C:28]4[CH:27]=[CH:26][C:25]([C:24]([F:23])([F:38])[F:39])=[CH:30][N:29]=4)=[CH:32][C:33]3=[O:37])[CH:10]=2)[C:6]2[CH2:15][CH2:14][N:13]([C:16]([O:18][C:19]([CH3:22])([CH3:21])[CH3:20])=[O:17])[CH2:12][C:7]1=2. The yield is 0.660.